Predict the reaction yield, written as a fraction of the theoretical maximum amount of product (1.0 means a 100% yield; for example, 0.34 means a 34% yield). From a dataset of Reaction yield outcomes from USPTO patents with 853,638 reactions. (1) The reactants are Br[C:2]1[CH:7]=[CH:6][CH:5]=[CH:4][N:3]=1.[CH2:8]([C:12]1[S:13][C:14]2[C:20]([Cl:21])=[CH:19][CH:18]=[C:17]([CH3:22])[C:15]=2[N:16]=1)[CH2:9][C:10]#[CH:11]. No catalyst specified. The product is [Cl:21][C:20]1[C:14]2[S:13][C:12]([CH2:8][CH2:9][C:10]#[C:11][C:2]3[CH:7]=[CH:6][CH:5]=[CH:4][N:3]=3)=[N:16][C:15]=2[C:17]([CH3:22])=[CH:18][CH:19]=1. The yield is 0.0700. (2) The reactants are [Br:1][C:2]1[CH:3]=[CH:4][C:5]([F:20])=[C:6]([C@:8]([NH:15][C:16](=[O:19])[CH2:17]Cl)([CH3:14])[CH2:9][C:10]([OH:13])([CH3:12])[CH3:11])[CH:7]=1.[K]. The catalyst is C1(C)C=CC=CC=1.O.Cl.[Cl-].[Na+].O. The product is [Br:1][C:2]1[CH:3]=[CH:4][C:5]([F:20])=[C:6]([C@:8]2([CH3:14])[CH2:9][C:10]([CH3:12])([CH3:11])[O:13][CH2:17][C:16](=[O:19])[NH:15]2)[CH:7]=1. The yield is 0.370. (3) The product is [C:1]([O:5][C:6]([N:8]1[CH2:13][CH2:12][O:11][CH:10]([C:14]2[CH:19]=[CH:18][C:17]([NH:31][C:28]3[N:29]=[CH:30][C:25]([O:24][CH2:22][CH3:23])=[CH:26][N:27]=3)=[C:16]([F:21])[CH:15]=2)[CH2:9]1)=[O:7])([CH3:4])([CH3:3])[CH3:2]. The reactants are [C:1]([O:5][C:6]([N:8]1[CH2:13][CH2:12][O:11][CH:10]([C:14]2[CH:19]=[CH:18][C:17](Br)=[C:16]([F:21])[CH:15]=2)[CH2:9]1)=[O:7])([CH3:4])([CH3:3])[CH3:2].[CH2:22]([O:24][C:25]1[CH:26]=[N:27][C:28]([NH2:31])=[N:29][CH:30]=1)[CH3:23]. The yield is 0.180. The catalyst is O1CCOCC1. (4) The reactants are CO[C:3](=[O:23])[C:4]1[CH:9]=[CH:8][C:7]([O:10][CH2:11][C:12]2[C:13]([C:17]3[CH:22]=[CH:21][CH:20]=[CH:19][CH:18]=3)=[N:14][O:15][CH:16]=2)=[N:6][CH:5]=1.COC(=O)C1C=CC(OC[C:35]2[C:36]([C:41]3C=CC=CC=3F)=[N:37]OC=2C)=NC=1.C(N)(C)C. No catalyst specified. The product is [CH:36]([NH:37][C:3](=[O:23])[C:4]1[CH:9]=[CH:8][C:7]([O:10][CH2:11][C:12]2[C:13]([C:17]3[CH:18]=[CH:19][CH:20]=[CH:21][CH:22]=3)=[N:14][O:15][CH:16]=2)=[N:6][CH:5]=1)([CH3:41])[CH3:35]. The yield is 0.810. (5) The reactants are [Li+].CCC[CH2-].[CH2:6]([C@@H:13]1[CH2:17][O:16][C:15](=[O:18])[NH:14]1)[C:7]1[CH:12]=[CH:11][CH:10]=[CH:9][CH:8]=1.[C:19](Cl)(=[O:24])[CH2:20][CH:21]([CH3:23])[CH3:22].[Cl-].[NH4+]. The catalyst is O1CCCC1. The product is [CH2:6]([C@@H:13]1[CH2:17][O:16][C:15](=[O:18])[N:14]1[C:19](=[O:24])[CH2:20][CH:21]([CH3:23])[CH3:22])[C:7]1[CH:8]=[CH:9][CH:10]=[CH:11][CH:12]=1. The yield is 0.950. (6) The catalyst is O1CCOCC1. The product is [CH:18]1[C:12]2[N:11]3[C:7]([C@@H:6]4[C@H:2]([CH3:1])[CH2:3][N:4]([C:29]([NH:31][CH2:32][C:33]([F:34])([F:35])[F:36])=[O:30])[CH2:5]4)=[CH:8][N:9]=[C:10]3[CH:15]=[N:14][C:13]=2[NH:16][CH:17]=1. The yield is 0.480. The reactants are [CH3:1][C@H:2]1[C@@H:6]([C:7]2[N:11]3[C:12]4[CH:18]=[CH:17][N:16](S(C5C=CC(C)=CC=5)(=O)=O)[C:13]=4[N:14]=[CH:15][C:10]3=[N:9][CH:8]=2)[CH2:5][N:4]([C:29]([NH:31][CH2:32][C:33]([F:36])([F:35])[F:34])=[O:30])[CH2:3]1.[OH-].[Na+]. (7) The reactants are [N+:1]([C:4]1[CH:11]=[CH:10][C:7]([CH:8]=O)=[CH:6][CH:5]=1)([O-:3])=[O:2].[C:12]([O:18][CH2:19][CH2:20][C:21]#[N:22])(=[O:17])[CH2:13][C:14]([CH3:16])=[O:15]. The catalyst is CC(O)C.N1CCCCC1.C(O)(=O)C. The product is [C:21]([CH2:20][CH2:19][O:18][C:12](=[O:17])[C:13](=[CH:8][C:7]1[CH:10]=[CH:11][C:4]([N+:1]([O-:3])=[O:2])=[CH:5][CH:6]=1)[C:14](=[O:15])[CH3:16])#[N:22]. The yield is 0.640. (8) The reactants are [Cl:1][C:2]1[C:3]([CH3:12])=[C:4](/[C:8](=[N:10]\O)/[CH3:9])[CH:5]=[CH:6][CH:7]=1. The catalyst is C(O)(=O)C.CO.[Zn]. The product is [Cl:1][C:2]1[C:3]([CH3:12])=[C:4]([CH:8]([NH2:10])[CH3:9])[CH:5]=[CH:6][CH:7]=1. The yield is 0.820. (9) The reactants are FC(F)(F)C(O)=O.[F:8][C:9]1[CH:10]=[C:11]([CH2:16][C@H:17]([NH:36]C(=O)OCC2C=CC=CC=2)[C@H:18]([OH:35])[CH2:19][NH:20][CH2:21][C:22]2[CH:27]=[C:26]([O:28][CH3:29])[CH:25]=[CH:24][C:23]=2[CH2:30][CH2:31][CH2:32][CH:33]=[CH2:34])[CH:12]=[C:13]([F:15])[CH:14]=1.O.[OH-].[Ba+2].[OH-]. The catalyst is COCCOC.O. The product is [NH2:36][C@@H:17]([CH2:16][C:11]1[CH:12]=[C:13]([F:15])[CH:14]=[C:9]([F:8])[CH:10]=1)[C@H:18]([OH:35])[CH2:19][NH:20][CH2:21][C:22]1[CH:27]=[C:26]([O:28][CH3:29])[CH:25]=[CH:24][C:23]=1[CH2:30][CH2:31][CH2:32][CH:33]=[CH2:34]. The yield is 0.520.